This data is from Catalyst prediction with 721,799 reactions and 888 catalyst types from USPTO. The task is: Predict which catalyst facilitates the given reaction. (1) Reactant: C(N(CC)CC)C.CS(Cl)(=O)=O.[C:13]([O:17][C:18]([NH:20][C:21]1[CH:22]=[CH:23][C:24]([C:27]2(O)[N:31]([C:32]3[CH:33]=[N:34][CH:35]=[CH:36][CH:37]=3)[N:30]=[C:29]([C:38]([O:40][CH2:41][CH3:42])=[O:39])[CH2:28]2)=[N:25][CH:26]=1)=[O:19])([CH3:16])([CH3:15])[CH3:14]. Product: [C:13]([O:17][C:18]([NH:20][C:21]1[CH:22]=[CH:23][C:24]([C:27]2[N:31]([C:32]3[CH:33]=[N:34][CH:35]=[CH:36][CH:37]=3)[N:30]=[C:29]([C:38]([O:40][CH2:41][CH3:42])=[O:39])[CH:28]=2)=[N:25][CH:26]=1)=[O:19])([CH3:16])([CH3:15])[CH3:14]. The catalyst class is: 468. (2) Reactant: [F:1][C:2]1[CH:3]=[C:4]([CH:20]=[CH:21][CH:22]=1)[CH2:5][O:6][C:7]1[CH:19]=[CH:18][C:10]([CH:11]=[N:12][C@@H:13]([CH3:17])[C:14]([NH2:16])=[O:15])=[CH:9][CH:8]=1.CO.C(OCC)(=O)C. Product: [CH3:17][C@H:13]([NH:12][CH2:11][C:10]1[CH:18]=[CH:19][C:7]([O:6][CH2:5][C:4]2[CH:20]=[CH:21][CH:22]=[C:2]([F:1])[CH:3]=2)=[CH:8][CH:9]=1)[C:14]([NH2:16])=[O:15]. The catalyst class is: 6.